From a dataset of Peptide-MHC class II binding affinity with 134,281 pairs from IEDB. Regression. Given a peptide amino acid sequence and an MHC pseudo amino acid sequence, predict their binding affinity value. This is MHC class II binding data. The MHC is DRB3_0301 with pseudo-sequence DRB3_0301. The peptide sequence is GAAMVEIALGGVMGG. The binding affinity (normalized) is 0.686.